Dataset: Catalyst prediction with 721,799 reactions and 888 catalyst types from USPTO. Task: Predict which catalyst facilitates the given reaction. (1) Reactant: [NH2:1][C:2]1[S:3][C:4]2[C:9]([N:10]=1)=[CH:8][CH:7]=[C:6]([O:11][C:12]1[C:13]([Cl:26])=[CH:14][C:15]([F:25])=[C:16]([NH:18][C:19](=[O:24])[C:20]([F:23])([F:22])[F:21])[CH:17]=1)[N:5]=2.[C:27](Cl)(=[O:29])[CH3:28]. Product: [C:27]([NH:1][C:2]1[S:3][C:4]2[C:9]([N:10]=1)=[CH:8][CH:7]=[C:6]([O:11][C:12]1[C:13]([Cl:26])=[CH:14][C:15]([F:25])=[C:16]([NH:18][C:19](=[O:24])[C:20]([F:23])([F:21])[F:22])[CH:17]=1)[N:5]=2)(=[O:29])[CH3:28]. The catalyst class is: 341. (2) Reactant: [CH3:1][O:2][C:3]1[CH:10]=[CH:9][CH:8]=[CH:7][C:4]=1[CH2:5][NH2:6].[C:11](Cl)(Cl)=[S:12].O. Product: [CH3:1][O:2][C:3]1[CH:10]=[CH:9][CH:8]=[CH:7][C:4]=1[CH2:5][N:6]=[C:11]=[S:12]. The catalyst class is: 27. (3) Reactant: [Cl:1][C:2]1[CH:7]=[C:6]([F:8])[CH:5]=[CH:4][C:3]=1[S:9]([NH:12][CH2:13][CH2:14][CH2:15][NH:16][C:17]([C@@H:19]([NH:24][C:25]([C:27]1[CH:36]=[CH:35][CH:34]=[C:33]2[C:28]=1[CH2:29][CH2:30][N:31](C(OC(C)(C)C)=O)[CH2:32]2)=[O:26])[CH2:20][CH:21]([CH3:23])[CH3:22])=[O:18])(=[O:11])=[O:10].Cl. Product: [Cl:1][C:2]1[CH:7]=[C:6]([F:8])[CH:5]=[CH:4][C:3]=1[S:9]([NH:12][CH2:13][CH2:14][CH2:15][NH:16][C:17]([C@@H:19]([NH:24][C:25]([C:27]1[C:28]2[CH2:29][CH2:30][NH:31][CH2:32][C:33]=2[CH:34]=[CH:35][CH:36]=1)=[O:26])[CH2:20][CH:21]([CH3:23])[CH3:22])=[O:18])(=[O:11])=[O:10]. The catalyst class is: 71. (4) Reactant: [CH3:1][O:2][CH:3]([O:22][CH3:23])[C:4]1[CH:5]=[C:6]([C:16]2[CH:21]=[CH:20][N:19]=[CH:18][CH:17]=2)[N:7]([C:9]2[CH:14]=[CH:13][C:12]([F:15])=[CH:11][CH:10]=2)[N:8]=1.[CH3:24][C:25](C)(CO)[CH2:26]O.C1(C)C=CC(S(O)(=O)=O)=CC=1.O. Product: [CH3:24][C:25]1([CH3:26])[CH2:23][O:22][CH:3]([C:4]2[CH:5]=[C:6]([C:16]3[CH:21]=[CH:20][N:19]=[CH:18][CH:17]=3)[N:7]([C:9]3[CH:14]=[CH:13][C:12]([F:15])=[CH:11][CH:10]=3)[N:8]=2)[O:2][CH2:1]1. The catalyst class is: 11. (5) Reactant: C(O)=O.[CH:4]1([CH2:10][CH2:11][CH2:12][NH:13][C:14]([N:16]2[CH2:21][CH2:20][CH:19]([NH:22][C:23]3[CH:38]=[CH:37][C:26]([CH2:27][CH2:28][NH:29]C(=O)OC(C)(C)C)=[CH:25][CH:24]=3)[CH2:18][CH2:17]2)=[O:15])[CH2:9][CH2:8][CH2:7][CH2:6][CH2:5]1.C([Si]([O:56][C:57]1[CH:62]=[CH:61][C:60]([O:63][CH2:64][CH:65]2[CH2:67][O:66]2)=[CH:59][CH:58]=1)(C1C=CC=CC=1)C1C=CC=CC=1)(C)(C)C. Product: [CH:4]1([CH2:10][CH2:11][CH2:12][NH:13][C:14]([N:16]2[CH2:21][CH2:20][CH:19]([NH:22][C:23]3[CH:38]=[CH:37][C:26]([CH2:27][CH2:28][NH:29][CH2:67][C@H:65]([OH:66])[CH2:64][O:63][C:60]4[CH:61]=[CH:62][C:57]([OH:56])=[CH:58][CH:59]=4)=[CH:25][CH:24]=3)[CH2:18][CH2:17]2)=[O:15])[CH2:5][CH2:6][CH2:7][CH2:8][CH2:9]1. The catalyst class is: 147. (6) Reactant: [CH2:1]([C:3]1([CH2:16][CH3:17])[C:11]2[C:6](=[CH:7][CH:8]=[C:9]([N+:12]([O-:14])=[O:13])[CH:10]=2)[NH:5][C:4]1=[O:15])[CH3:2].[H-].[Na+].I[CH:21]([CH3:23])[CH3:22]. The catalyst class is: 9. Product: [CH2:16]([C:3]1([CH2:1][CH3:2])[C:11]2[C:6](=[CH:7][CH:8]=[C:9]([N+:12]([O-:14])=[O:13])[CH:10]=2)[N:5]([CH:21]([CH3:23])[CH3:22])[C:4]1=[O:15])[CH3:17]. (7) Reactant: [I:1][C:2]1[CH:3]=[C:4]2[C:8](=[CH:9][CH:10]=1)[C:7](=[O:11])[NH:6][CH2:5]2.CCN(CC)CC.[Si:19](Cl)([C:32]([CH3:35])([CH3:34])[CH3:33])([C:26]1[CH:31]=[CH:30][CH:29]=[CH:28][CH:27]=1)[C:20]1[CH:25]=[CH:24][CH:23]=[CH:22][CH:21]=1.C([O-])(O)=O.[Na+]. Product: [Si:19]([N:6]1[CH2:5][C:4]2[C:8](=[CH:9][CH:10]=[C:2]([I:1])[CH:3]=2)[C:7]1=[O:11])([C:32]([CH3:35])([CH3:34])[CH3:33])([C:26]1[CH:27]=[CH:28][CH:29]=[CH:30][CH:31]=1)[C:20]1[CH:25]=[CH:24][CH:23]=[CH:22][CH:21]=1. The catalyst class is: 3. (8) Reactant: [CH:1]([C:4]1[CH:9]=[CH:8][C:7]([S:10]([NH:13][C:14]2[CH:15]=[C:16]3[O:23][CH2:22][CH:21]([NH:24][C:25](=O)[CH2:26][CH3:27])[CH2:20][C:17]3=[N:18][CH:19]=2)(=[O:12])=[O:11])=[CH:6][CH:5]=1)([CH3:3])[CH3:2].B.C1COCC1. Product: [CH:1]([C:4]1[CH:9]=[CH:8][C:7]([S:10]([NH:13][C:14]2[CH:15]=[C:16]3[O:23][CH2:22][CH:21]([NH:24][CH2:25][CH2:26][CH3:27])[CH2:20][C:17]3=[N:18][CH:19]=2)(=[O:12])=[O:11])=[CH:6][CH:5]=1)([CH3:3])[CH3:2]. The catalyst class is: 1. (9) Reactant: Br[C:2]1[S:22][C:5]2=[N:6][C:7]([CH3:21])=[CH:8][C:9]([NH:10][S:11]([C:14]3[CH:19]=[CH:18][CH:17]=[C:16]([Cl:20])[CH:15]=3)(=[O:13])=[O:12])=[C:4]2[C:3]=1[C:23]1[CH:28]=[CH:27][CH:26]=[C:25]([O:29][CH3:30])[CH:24]=1.[CH3:31][N:32]([CH3:36])[CH2:33][C:34]#[CH:35].C(N(CC)CC)C. Product: [Cl:20][C:16]1[CH:15]=[C:14]([S:11]([NH:10][C:9]2[CH:8]=[C:7]([CH3:21])[N:6]=[C:5]3[S:22][C:2]([C:35]#[C:34][CH2:33][N:32]([CH3:36])[CH3:31])=[C:3]([C:23]4[CH:28]=[CH:27][CH:26]=[C:25]([O:29][CH3:30])[CH:24]=4)[C:4]=23)(=[O:13])=[O:12])[CH:19]=[CH:18][CH:17]=1. The catalyst class is: 700.